This data is from Forward reaction prediction with 1.9M reactions from USPTO patents (1976-2016). The task is: Predict the product of the given reaction. (1) Given the reactants C(O[C:5]1([C:26](=[O:29])[CH2:27]O)[C@:21]2([CH3:22])[CH:8]([CH:9]3[C:18](=[CH:19][CH2:20]2)[C@:17]2([CH3:23])[C:12](=[CH:13][C:14](=[O:24])[CH:15]=[CH:16]2)[C@@H:11]([CH3:25])[CH2:10]3)[CH2:7][CH2:6]1)(=O)C.[C:30](=[O:33])([O-])[O-:31].[K+].[K+].[CH3:36]N(C)C=O, predict the reaction product. The product is: [C:30]([O:31][CH2:27][C:26](=[O:29])[C:5]1[C@:21]2([CH3:22])[CH:8]([CH:9]3[C:18](=[CH:19][CH2:20]2)[C@:17]2([CH3:23])[C:12](=[CH:13][C:14](=[O:24])[CH:15]=[CH:16]2)[C@@H:11]([CH3:25])[CH2:10]3)[CH2:7][CH:6]=1)(=[O:33])[CH3:36]. (2) The product is: [CH3:1][O:2][C:3]1[CH:8]=[C:7]([O:9][CH2:10][CH2:11][CH3:12])[CH:6]=[CH:5][C:4]=1[NH2:13]. Given the reactants [CH3:1][O:2][C:3]1[CH:8]=[C:7]([O:9][CH2:10][CH2:11][CH3:12])[CH:6]=[CH:5][C:4]=1[N+:13]([O-])=O.[H][H], predict the reaction product. (3) Given the reactants [C:1]1([C:7]([C:35]2[CH:40]=[CH:39][CH:38]=[CH:37][CH:36]=2)=[N:8][C:9]2[CH:14]=[CH:13][CH:12]=[C:11]([C:15]3[C:19]([C:20]4[CH:25]=[CH:24][N:23]=[CH:22][CH:21]=4)=[CH:18][N:17]([CH2:26][C:27]4[CH:32]=[CH:31][C:30]([O:33][CH3:34])=[CH:29][CH:28]=4)[N:16]=3)[CH:10]=2)[CH:6]=[CH:5][CH:4]=[CH:3][CH:2]=1.ClC1C=CC=C(C(OO)=[O:49])C=1, predict the reaction product. The product is: [C:35]1([C:7]([C:1]2[CH:2]=[CH:3][CH:4]=[CH:5][CH:6]=2)=[N:8][C:9]2[CH:14]=[CH:13][CH:12]=[C:11]([C:15]3[C:19]([C:20]4[CH:25]=[CH:24][N+:23]([O-:49])=[CH:22][CH:21]=4)=[CH:18][N:17]([CH2:26][C:27]4[CH:28]=[CH:29][C:30]([O:33][CH3:34])=[CH:31][CH:32]=4)[N:16]=3)[CH:10]=2)[CH:36]=[CH:37][CH:38]=[CH:39][CH:40]=1. (4) Given the reactants C[Mg]Br.[F:4][C:5]1[N:16]=[C:15]([F:17])[CH:14]=[CH:13][C:6]=1[C:7](N(OC)C)=[O:8].[Cl-].[NH4+].[C:20](OCC)(=O)C, predict the reaction product. The product is: [F:4][C:5]1[C:6]([C:7](=[O:8])[CH3:20])=[CH:13][CH:14]=[C:15]([F:17])[N:16]=1. (5) Given the reactants [Cl:1][C:2]1[C:3]([O:11][CH2:12][CH:13]([CH3:15])[CH3:14])=[N:4][CH:5]=[C:6]([N+:8]([O-])=O)[CH:7]=1, predict the reaction product. The product is: [Cl:1][C:2]1[CH:7]=[C:6]([NH2:8])[CH:5]=[N:4][C:3]=1[O:11][CH2:12][CH:13]([CH3:14])[CH3:15].